Predict the reactants needed to synthesize the given product. From a dataset of Full USPTO retrosynthesis dataset with 1.9M reactions from patents (1976-2016). (1) Given the product [CH2:1]([O:8][C:9]1[C:14]([F:15])=[CH:13][C:12]([F:16])=[CH:11][C:10]=1[C:32]([C@@H:34]1[CH2:39][CH2:38][CH2:37][N:36]([C:40]([O:42][C:43]([CH3:46])([CH3:45])[CH3:44])=[O:41])[CH2:35]1)=[O:33])[C:2]1[CH:7]=[CH:6][CH:5]=[CH:4][CH:3]=1, predict the reactants needed to synthesize it. The reactants are: [CH2:1]([O:8][C:9]1[C:14]([F:15])=[CH:13][C:12]([F:16])=[CH:11][C:10]=1Br)[C:2]1[CH:7]=[CH:6][CH:5]=[CH:4][CH:3]=1.[Li]CCCC.CCCCCC.CON(C)[C:32]([C@@H:34]1[CH2:39][CH2:38][CH2:37][N:36]([C:40]([O:42][C:43]([CH3:46])([CH3:45])[CH3:44])=[O:41])[CH2:35]1)=[O:33]. (2) Given the product [ClH:22].[ClH:22].[NH2:14][C:11]1[CH:10]=[CH:9][C:8]([NH2:18])=[C:7]2[C:12]=1[CH2:13][CH:5]([OH:4])[CH2:6]2, predict the reactants needed to synthesize it. The reactants are: C([O:4][CH:5]1[CH2:13][C:12]2[C:7](=[C:8]([NH:18]C(=O)C)[CH:9]=[CH:10][C:11]=2[NH:14]C(=O)C)[CH2:6]1)(=O)C.[ClH:22]. (3) The reactants are: [CH:1]1([NH2:4])[CH2:3][CH2:2]1.C(N(CC)CC)C.Cl[CH2:13][C:14]1[N:15]=[C:16]([CH:19]2[CH2:24][CH:23]([C:25]3[CH:30]=[CH:29][C:28]([CH2:31][CH3:32])=[CH:27][CH:26]=3)[CH2:22][N:21]([C:33]([N:35]3[CH2:40][CH2:39][O:38][CH2:37][CH2:36]3)=[O:34])[CH2:20]2)[S:17][CH:18]=1. Given the product [CH:1]1([NH:4][CH2:13][C:14]2[N:15]=[C:16]([CH:19]3[CH2:24][CH:23]([C:25]4[CH:26]=[CH:27][C:28]([CH2:31][CH3:32])=[CH:29][CH:30]=4)[CH2:22][N:21]([C:33]([N:35]4[CH2:36][CH2:37][O:38][CH2:39][CH2:40]4)=[O:34])[CH2:20]3)[S:17][CH:18]=2)[CH2:3][CH2:2]1, predict the reactants needed to synthesize it. (4) The reactants are: [Br:1][C:2]1[C:3](=[O:18])[NH:4][CH:5]=[CH:6][C:7]=1[O:8][CH2:9][C:10]1[CH:15]=[CH:14][C:13]([F:16])=[CH:12][C:11]=1[F:17].C([O-])([O-])=O.[K+].[K+].[Br:25][CH2:26][C:27]1[CH:32]=[CH:31][CH:30]=[C:29]([CH2:33]Br)[C:28]=1[F:35]. Given the product [Br:1][C:2]1[C:3](=[O:18])[N:4]([CH2:33][C:29]2[CH:30]=[CH:31][CH:32]=[C:27]([CH2:26][Br:25])[C:28]=2[F:35])[CH:5]=[CH:6][C:7]=1[O:8][CH2:9][C:10]1[CH:15]=[CH:14][C:13]([F:16])=[CH:12][C:11]=1[F:17], predict the reactants needed to synthesize it. (5) Given the product [Cl:11][C:8]1[N:9]=[CH:10][C:5]2[S:4][CH:3]=[C:2]([C:12]3[CH:17]=[CH:16][CH:15]=[CH:14][CH:13]=3)[C:6]=2[N:7]=1, predict the reactants needed to synthesize it. The reactants are: Br[C:2]1[C:6]2[N:7]=[C:8]([Cl:11])[N:9]=[CH:10][C:5]=2[S:4][CH:3]=1.[C:12]1(B(O)O)[CH:17]=[CH:16][CH:15]=[CH:14][CH:13]=1.C(=O)([O-])[O-].[Na+].[Na+].C(O)(C)C. (6) Given the product [CH3:25][C:24]([CH3:27])([CH3:26])[C@H:19]([NH:18][C:15]([C:7]1[CH:6]=[N:5][C:4]([CH:1]2[CH2:2][CH2:3]2)=[C:9]([O:10][CH2:11][CH:12]2[CH2:13][CH2:14]2)[N:8]=1)=[O:17])[C:20](=[O:21])[NH:22][CH3:23], predict the reactants needed to synthesize it. The reactants are: [CH:1]1([C:4]2[N:5]=[CH:6][C:7]([C:15]([OH:17])=O)=[N:8][C:9]=2[O:10][CH2:11][CH:12]2[CH2:14][CH2:13]2)[CH2:3][CH2:2]1.[NH2:18][C@@H:19]([C:24]([CH3:27])([CH3:26])[CH3:25])[C:20]([NH:22][CH3:23])=[O:21]. (7) Given the product [CH:1]1([N:7]([CH2:16][CH2:17][CH2:18][CH2:19][CH2:20][CH:21]=[O:22])[C:8](=[O:15])[C:9]2[CH:14]=[CH:13][CH:12]=[CH:11][CH:10]=2)[CH2:2][CH2:3][CH2:4][CH2:5][CH2:6]1, predict the reactants needed to synthesize it. The reactants are: [CH:1]1([N:7]([CH2:16][CH2:17][CH2:18][CH2:19][CH2:20][CH2:21][OH:22])[C:8](=[O:15])[C:9]2[CH:14]=[CH:13][CH:12]=[CH:11][CH:10]=2)[CH2:6][CH2:5][CH2:4][CH2:3][CH2:2]1.CC(OI1(OC(C)=O)(OC(C)=O)OC(=O)C2C=CC=CC1=2)=O.